From a dataset of Retrosynthesis with 50K atom-mapped reactions and 10 reaction types from USPTO. Predict the reactants needed to synthesize the given product. (1) Given the product Cc1cc(C)n(-c2cccc(Nc3ccc(Cl)cc3)n2)n1, predict the reactants needed to synthesize it. The reactants are: Cc1cc(C)[nH]n1.Fc1cccc(Nc2ccc(Cl)cc2)n1. (2) Given the product Fc1ccccc1C1=CCNCC1, predict the reactants needed to synthesize it. The reactants are: CC(C)(C)OC(=O)N1CC=C(c2ccccc2F)CC1. (3) The reactants are: CC(C)(C)OC(=O)N1CCC(n2cc(NC(=O)c3ccc(-n4cc(-c5n[nH]c6ccccc56)nn4)cc3)cn2)CC1. Given the product O=C(Nc1cnn(C2CCNCC2)c1)c1ccc(-n2cc(-c3n[nH]c4ccccc34)nn2)cc1, predict the reactants needed to synthesize it. (4) Given the product O=C(O)/C=C/c1ccc(C(=C2CCCCC2)c2ccc(O)c(F)c2)cc1, predict the reactants needed to synthesize it. The reactants are: CC(C)(C)OC(=O)/C=C/c1ccc(C(=C2CCCCC2)c2ccc(O)c(F)c2)cc1. (5) Given the product CN(C)CCc1nnc(CN2C(=O)c3ccccc3C2=O)n1-c1ccccc1C(=O)c1ccccc1Cl, predict the reactants needed to synthesize it. The reactants are: CN(C)CCc1nnc(CO)n1-c1ccccc1C(=O)c1ccccc1Cl.O=C1NC(=O)c2ccccc21. (6) Given the product C#C[C@H]1CC[C@H](CCc2ccc(-c3ccc(CCCCC)cc3)cc2)CC1, predict the reactants needed to synthesize it. The reactants are: CCCCCc1ccc(-c2ccc(CC[C@H]3CC[C@H](C=C(Br)Br)CC3)cc2)cc1. (7) Given the product CCOCOc1cc(C(=O)c2ccc3cc(C(=O)OC)ccc3c2)cc2c1C(C)(C)CCC2(C)C, predict the reactants needed to synthesize it. The reactants are: CCOCOc1cc(B(O)O)cc2c1C(C)(C)CCC2(C)C.COC(=O)c1ccc2cc(C(=O)Cl)ccc2c1. (8) Given the product CC1=CC(C)(C)Nc2ccc3c(c21)c(=O)oc1cc(OCOCc2ccccc2)ccc13, predict the reactants needed to synthesize it. The reactants are: CC1=CC(C)(C)Nc2ccc3c(c21)c(=O)oc1cc(O)ccc13.ClCOCc1ccccc1. (9) Given the product O=c1[nH]c2nccc(C#Cc3ccccc3)c2c2ccccc12, predict the reactants needed to synthesize it. The reactants are: C#Cc1ccccc1.O=c1[nH]c2nccc(Cl)c2c2ccccc12. (10) Given the product COCCNC1CCC(CNc2nc3c(s2)CCOc2ccccc2-3)CC1, predict the reactants needed to synthesize it. The reactants are: COCC(=O)NC1CCC(CNc2nc3c(s2)CCOc2ccccc2-3)CC1.